This data is from Forward reaction prediction with 1.9M reactions from USPTO patents (1976-2016). The task is: Predict the product of the given reaction. Given the reactants [OH:1][C:2]1[CH:7]=[CH:6][CH:5]=[CH:4][C:3]=1[C:8](=[NH:11])[NH:9][CH3:10].[S:12](N1C=CN=C1)(N1C=CN=C1)(=[O:14])=[O:13], predict the reaction product. The product is: [CH3:10][N:9]1[CH:8]([NH2:11])[C:3]2[CH:4]=[CH:5][CH:6]=[CH:7][C:2]=2[O:1][S:12]1(=[O:14])=[O:13].